Dataset: Forward reaction prediction with 1.9M reactions from USPTO patents (1976-2016). Task: Predict the product of the given reaction. (1) The product is: [S:8]([O-:12])([O-:11])(=[O:10])=[O:9].[OH:5][NH3+:4].[OH:2][NH3+:1]. Given the reactants [NH2:1][OH:2].N#[N+:4][O-:5].N#N.[S:8](=[O:12])(=[O:11])([OH:10])[OH:9], predict the reaction product. (2) The product is: [CH3:7][NH:9][CH2:10][CH2:11][O:12][CH2:13][CH2:14][O:15][CH2:16][CH2:17][O:18][CH2:19][CH2:20][O:21][CH2:22][CH2:23][C:24]([O:26][CH3:27])=[O:25]. Given the reactants Cl.C(O[C:7]([N:9](C)[CH2:10][CH2:11][O:12][CH2:13][CH2:14][O:15][CH2:16][CH2:17][O:18][CH2:19][CH2:20][O:21][CH2:22][CH2:23][C:24]([O:26][CH3:27])=[O:25])=O)(C)(C)C, predict the reaction product. (3) Given the reactants [BH4-].[Na+].[NH2:3][C@@H:4]([C:12]([NH:14][C@H:15]([C:23]([NH:25][C@H:26]([C:34]([NH:36][C@@H:37]([C:48]([NH:50][C@H:51]([C:57]([NH:59][C@H:60]([C:64]([NH:66][C@H:67]([C:75]([NH:77][C@H:78]([C:82]([O:84]C)=[O:83])[C@@H:79]([CH3:81])[OH:80])=[O:76])[CH2:68][S:69][CH2:70][NH:71][C:72]([CH3:74])=[O:73])=[O:65])[C@@H:61]([CH3:63])[OH:62])=[O:58])[CH2:52][CH2:53][CH2:54][CH2:55][NH2:56])=[O:49])[CH2:38][C:39]1[C:47]2[C:42](=[CH:43][CH:44]=[CH:45][CH:46]=2)[NH:41][CH:40]=1)=[O:35])[CH2:27][C:28]1[CH:33]=[CH:32][CH:31]=[CH:30][CH:29]=1)=[O:24])[CH2:16][S:17][CH2:18][NH:19][C:20]([CH3:22])=[O:21])=[O:13])[CH2:5][C:6]1[CH:11]=[CH:10][CH:9]=[CH:8][CH:7]=1.C(O)(=O)C, predict the reaction product. The product is: [NH2:3][C@@H:4]([C:12]([NH:14][C@H:15]([C:23]([NH:25][C@H:26]([C:34]([NH:36][C@@H:37]([C:48]([NH:50][C@H:51]([C:57]([NH:59][C@H:60]([C:64]([NH:66][C@H:67]([C:75]([NH:77][C@H:78]([C:82]([OH:84])=[O:83])[C@@H:79]([CH3:81])[OH:80])=[O:76])[CH2:68][S:69][CH2:70][NH:71][C:72]([CH3:74])=[O:73])=[O:65])[C@@H:61]([CH3:63])[OH:62])=[O:58])[CH2:52][CH2:53][CH2:54][CH2:55][NH2:56])=[O:49])[CH2:38][C:39]1[C:47]2[C:42](=[CH:43][CH:44]=[CH:45][CH:46]=2)[NH:41][CH:40]=1)=[O:35])[CH2:27][C:28]1[CH:33]=[CH:32][CH:31]=[CH:30][CH:29]=1)=[O:24])[CH2:16][S:17][CH2:18][NH:19][C:20]([CH3:22])=[O:21])=[O:13])[CH2:5][C:6]1[CH:11]=[CH:10][CH:9]=[CH:8][CH:7]=1.